From a dataset of Catalyst prediction with 721,799 reactions and 888 catalyst types from USPTO. Predict which catalyst facilitates the given reaction. (1) Reactant: [C:1]1([NH:7][C:8]2[C:13]([C:14](=[O:16])[CH3:15])=[CH:12][CH:11]=[C:10]([C:17]([F:20])([F:19])[F:18])[N:9]=2)[CH:6]=[CH:5][CH:4]=[CH:3][CH:2]=1.[CH:21]([C:23]1[CH:32]=[CH:31][C:26]([C:27]([O:29][CH3:30])=[O:28])=[CH:25][CH:24]=1)=O.C[O-].[Na+].Cl. Product: [CH3:30][O:29][C:27](=[O:28])[C:26]1[CH:31]=[CH:32][C:23](/[CH:21]=[CH:15]/[C:14](=[O:16])[C:13]2[C:8]([NH:7][C:1]3[CH:2]=[CH:3][CH:4]=[CH:5][CH:6]=3)=[N:9][C:10]([C:17]([F:20])([F:18])[F:19])=[CH:11][CH:12]=2)=[CH:24][CH:25]=1. The catalyst class is: 24. (2) Reactant: [Br:1][C:2]1[C:6]2[CH:7]=[N:8][CH:9]=[CH:10][C:5]=2[NH:4][C:3]=1[C:11]1[C:16]([F:17])=[CH:15][CH:14]=[CH:13][C:12]=1[F:18].CCN(CC)CC.[CH3:26][C:27]([O:30][C:31](O[C:31]([O:30][C:27]([CH3:29])([CH3:28])[CH3:26])=[O:32])=[O:32])([CH3:29])[CH3:28]. Product: [C:27]([O:30][C:31]([N:4]1[C:5]2[CH:10]=[CH:9][N:8]=[CH:7][C:6]=2[C:2]([Br:1])=[C:3]1[C:11]1[C:12]([F:18])=[CH:13][CH:14]=[CH:15][C:16]=1[F:17])=[O:32])([CH3:29])([CH3:28])[CH3:26]. The catalyst class is: 251. (3) Reactant: [Cl:1][C:2]1[CH:3]=[C:4]([CH2:9][C:10]#[N:11])[CH:5]=[CH:6][C:7]=1[Cl:8].[Li+].[CH3:13][CH:14]([N-]C(C)C)[CH3:15].C(I)C=C. Product: [Cl:1][C:2]1[CH:3]=[C:4]([CH:9]([CH2:15][CH:14]=[CH2:13])[C:10]#[N:11])[CH:5]=[CH:6][C:7]=1[Cl:8]. The catalyst class is: 49.